This data is from Forward reaction prediction with 1.9M reactions from USPTO patents (1976-2016). The task is: Predict the product of the given reaction. Given the reactants [NH2:1][C@H:2]1[CH2:7][CH2:6][C@H:5]([OH:8])[CH2:4][CH2:3]1.CS([C:13]1[N:18]=[C:17]([N:19]2[C:27]3[C:22](=[CH:23][CH:24]=[CH:25][CH:26]=3)[C:21]([O:28][CH3:29])=[N:20]2)[CH:16]=[CH:15][N:14]=1)(=O)=O, predict the reaction product. The product is: [CH3:29][O:28][C:21]1[C:22]2[C:27](=[CH:26][CH:25]=[CH:24][CH:23]=2)[N:19]([C:17]2[CH:16]=[CH:15][N:14]=[C:13]([NH:1][C@H:2]3[CH2:7][CH2:6][C@H:5]([OH:8])[CH2:4][CH2:3]3)[N:18]=2)[N:20]=1.